From a dataset of Forward reaction prediction with 1.9M reactions from USPTO patents (1976-2016). Predict the product of the given reaction. (1) Given the reactants [F:1][C:2]1[CH:7]=[C:6]([OH:8])[CH:5]=[C:4]([F:9])[C:3]=1[C:10]1[N:15]=[C:14]([C:16]([O:18][CH3:19])=[O:17])[CH:13]=[CH:12][C:11]=1[F:20].[O:21]1[CH2:25][CH2:24][C@@H:23](O)[CH2:22]1.C1(P(C2C=CC=CC=2)C2C=CC=CC=2)C=CC=CC=1.CC(OC(/N=N/C(OC(C)C)=O)=O)C, predict the reaction product. The product is: [F:1][C:2]1[CH:7]=[C:6]([O:8][C@H:23]2[CH2:24][CH2:25][O:21][CH2:22]2)[CH:5]=[C:4]([F:9])[C:3]=1[C:10]1[N:15]=[C:14]([C:16]([O:18][CH3:19])=[O:17])[CH:13]=[CH:12][C:11]=1[F:20]. (2) The product is: [CH2:3]([O:5][C:6](=[O:25])[CH2:7][CH2:8][CH2:9][CH2:10][CH2:11][CH2:12][N:13]1[CH:17]=[CH:16][C:15]([C:18]2[CH:23]=[CH:22][CH:21]=[CH:20][C:19]=2[O:24][CH3:27])=[N:14]1)[CH3:4]. Given the reactants [H-].[Na+].[CH2:3]([O:5][C:6](=[O:25])[CH2:7][CH2:8][CH2:9][CH2:10][CH2:11][CH2:12][N:13]1[CH:17]=[CH:16][C:15]([C:18]2[CH:23]=[CH:22][CH:21]=[CH:20][C:19]=2[OH:24])=[N:14]1)[CH3:4].I[CH3:27], predict the reaction product. (3) Given the reactants [O:1]([C:8]1[CH:13]=[CH:12][C:11](Br)=[CH:10][CH:9]=1)[C:2]1[CH:7]=[CH:6][CH:5]=[CH:4][CH:3]=1.[Li]CCCC.C([O:23][B:24](OC(C)C)[O:25]C(C)C)(C)C, predict the reaction product. The product is: [O:1]([C:8]1[CH:13]=[CH:12][C:11]([B:24]([OH:25])[OH:23])=[CH:10][CH:9]=1)[C:2]1[CH:7]=[CH:6][CH:5]=[CH:4][CH:3]=1. (4) Given the reactants [CH3:1][C:2]1([CH3:15])[C:10]2[C:5](=[CH:6][C:7]([N+:11]([O-])=O)=[CH:8][CH:9]=2)[C:4](=[O:14])[NH:3]1.[H][H], predict the reaction product. The product is: [NH2:11][C:7]1[CH:6]=[C:5]2[C:10]([C:2]([CH3:15])([CH3:1])[NH:3][C:4]2=[O:14])=[CH:9][CH:8]=1. (5) Given the reactants [Cl:1][C:2]1[CH:3]=[C:4]([N:9]2[CH2:15][CH:14]3[CH:11]([CH2:12][NH:13]3)[CH2:10]2)[CH:5]=[N:6][C:7]=1[Cl:8].[C:16]([OH:28])(=[O:27])[CH2:17][C:18]([CH2:23][C:24]([OH:26])=[O:25])([C:20]([OH:22])=[O:21])[OH:19].O.N, predict the reaction product. The product is: [C:16]([OH:28])(=[O:27])[CH2:17][C:18]([CH2:23][C:24]([OH:26])=[O:25])([C:20]([OH:22])=[O:21])[OH:19].[Cl:1][C:2]1[CH:3]=[C:4]([N:9]2[CH2:15][C@@H:14]3[C@@H:11]([CH2:12][NH:13]3)[CH2:10]2)[CH:5]=[N:6][C:7]=1[Cl:8].[Cl:1][C:2]1[CH:3]=[C:4]([N:9]2[CH2:15][C@@H:14]3[C@@H:11]([CH2:12][NH:13]3)[CH2:10]2)[CH:5]=[N:6][C:7]=1[Cl:8]. (6) Given the reactants CC([O-])(C)C.[K+].[Br:7][C:8]1[CH:9]=[N:10][C:11](Cl)=[N:12][CH:13]=1.[CH3:15][S:16][C:17]1[C:25]2[C:20](=[CH:21][C:22]([C:26]([O:28][CH3:29])=[O:27])=[CH:23][CH:24]=2)[NH:19][CH:18]=1, predict the reaction product. The product is: [Br:7][C:8]1[CH:9]=[N:10][C:11]([N:19]2[C:20]3[C:25](=[CH:24][CH:23]=[C:22]([C:26]([O:28][CH3:29])=[O:27])[CH:21]=3)[C:17]([S:16][CH3:15])=[CH:18]2)=[N:12][CH:13]=1. (7) Given the reactants [Li+].[OH-].C[O:4][C:5](/[C:7](=[C:13](\[C:35]([O:37]C)=[O:36])/[CH2:14][CH2:15][CH2:16][CH2:17][CH2:18][CH2:19][CH2:20][CH2:21][CH2:22][CH2:23][CH2:24][CH2:25][CH2:26][CH2:27][CH2:28][CH2:29][O:30][S:31]([OH:34])(=[O:33])=[O:32])/[CH2:8][C:9]([O:11]C)=[O:10])=[O:6].O, predict the reaction product. The product is: [C:5](/[C:7](=[C:13](\[C:35]([OH:37])=[O:36])/[CH2:14][CH2:15][CH2:16][CH2:17][CH2:18][CH2:19][CH2:20][CH2:21][CH2:22][CH2:23][CH2:24][CH2:25][CH2:26][CH2:27][CH2:28][CH2:29][O:30][S:31]([OH:34])(=[O:33])=[O:32])/[CH2:8][C:9]([OH:11])=[O:10])([OH:6])=[O:4].